This data is from Forward reaction prediction with 1.9M reactions from USPTO patents (1976-2016). The task is: Predict the product of the given reaction. (1) Given the reactants [N:1]1[CH:6]=[CH:5][CH:4]=[C:3]2[C:7](=O)[NH:8][C:9](=O)[C:2]=12.BrC1C=C2C(=CC=1)CNC2.CN(C(ON1N=NC2C=CC=NC1=2)=[N+](C)C)C.F[P-](F)(F)(F)(F)F.[NH2:46][C@H:47]([CH2:59][C:60]1[CH:65]=[CH:64][C:63]([Cl:66])=[CH:62][C:61]=1[Cl:67])[C:48](N1CC2C=NC=NC=2C1)=[O:49], predict the reaction product. The product is: [NH2:46][C@H:47]([CH2:59][C:60]1[CH:65]=[CH:64][C:63]([Cl:66])=[CH:62][C:61]=1[Cl:67])[C:48]([N:8]1[CH2:7][C:3]2[C:2](=[N:1][CH:6]=[CH:5][CH:4]=2)[CH2:9]1)=[O:49]. (2) Given the reactants Cl.[N:2]1([C:8]2[NH:9][C:10]([C:15]3[CH:20]=[CH:19][N:18]=[C:17](/[CH:21]=[CH:22]/[C:23]4[CH:28]=[CH:27][CH:26]=[CH:25][CH:24]=4)[CH:16]=3)=[CH:11][C:12]=2[C:13]#[N:14])[CH2:7][CH2:6][NH:5][CH2:4][CH2:3]1.C(N(C(C)C)CC)(C)C.[CH2:38]([N:45]=[C:46]=[O:47])[C:39]1[CH:44]=[CH:43][CH:42]=[CH:41][CH:40]=1, predict the reaction product. The product is: [CH2:38]([NH:45][C:46]([N:5]1[CH2:4][CH2:3][N:2]([C:8]2[NH:9][C:10]([C:15]3[CH:20]=[CH:19][N:18]=[C:17](/[CH:21]=[CH:22]/[C:23]4[CH:28]=[CH:27][CH:26]=[CH:25][CH:24]=4)[CH:16]=3)=[CH:11][C:12]=2[C:13]#[N:14])[CH2:7][CH2:6]1)=[O:47])[C:39]1[CH:44]=[CH:43][CH:42]=[CH:41][CH:40]=1. (3) Given the reactants [BH3:1].[OH:2][C:3]([C:6]([OH:9])([CH3:8])[CH3:7])([CH3:5])[CH3:4].[CH2:10]([C:14]1([C:31]([O:33][CH2:34][CH3:35])=[O:32])[CH2:18][O:17][C:16]([CH3:20])([CH3:19])[N:15]1[C:21]([O:23][CH2:24][C:25]1[CH:30]=[CH:29][CH:28]=[CH:27][CH:26]=1)=[O:22])[CH2:11][CH:12]=[CH2:13], predict the reaction product. The product is: [CH3:19][C:16]1([CH3:20])[N:15]([C:21]([O:23][CH2:24][C:25]2[CH:26]=[CH:27][CH:28]=[CH:29][CH:30]=2)=[O:22])[C:14]([CH2:10][CH2:11][CH2:12][CH2:13][B:1]2[O:9][C:6]([CH3:8])([CH3:7])[C:3]([CH3:5])([CH3:4])[O:2]2)([C:31]([O:33][CH2:34][CH3:35])=[O:32])[CH2:18][O:17]1. (4) Given the reactants [CH3:1][O:2][C:3]([C@@H:5]1[CH2:9][CH2:8][C@H:7]([C:10]2[CH:15]=[CH:14][CH:13]=[CH:12][C:11]=2[Cl:16])[N:6]1[C:17]([C:19]1[C:20]([C:25]2[CH:30]=[CH:29][CH:28]=[CH:27][C:26]=2/[C:31](=[N:33]\O)/[NH2:32])=[CH:21][CH:22]=[CH:23][CH:24]=1)=[O:18])=[O:4].CCO.C1COCC1.CC(O)=O.N#N, predict the reaction product. The product is: [C:31]([C:26]1[CH:27]=[CH:28][CH:29]=[CH:30][C:25]=1[C:20]1[C:19]([C:17]([N:6]2[C@@H:7]([C:10]3[CH:15]=[CH:14][CH:13]=[CH:12][C:11]=3[Cl:16])[CH2:8][CH2:9][C@H:5]2[C:3]([O:2][CH3:1])=[O:4])=[O:18])=[CH:24][CH:23]=[CH:22][CH:21]=1)(=[NH:32])[NH2:33]. (5) Given the reactants [CH:1]([C:4]1[CH:9]=[CH:8][C:7]([CH2:10][C:11]([OH:13])=O)=[CH:6][CH:5]=1)([CH3:3])[CH3:2].[CH3:14][O:15][C:16]1[CH:25]=[CH:24][C:23]([Br:26])=[C:22]2[C:17]=1[CH2:18][CH2:19][NH:20][CH2:21]2.CN(C(ON1N=NC2C=CC=NC1=2)=[N+](C)C)C.F[P-](F)(F)(F)(F)F, predict the reaction product. The product is: [Br:26][C:23]1[CH:24]=[CH:25][C:16]([O:15][CH3:14])=[C:17]2[C:22]=1[CH2:21][N:20]([C:11](=[O:13])[CH2:10][C:7]1[CH:6]=[CH:5][C:4]([CH:1]([CH3:2])[CH3:3])=[CH:9][CH:8]=1)[CH2:19][CH2:18]2. (6) Given the reactants [NH:1]1[C:9]2[C:4](=[CH:5][CH:6]=[CH:7][CH:8]=2)[C:3]([CH:10]=[O:11])=[CH:2]1.[H-].[Na+].[I-].[K+].Br[CH2:17][CH2:18][O:19][CH3:20], predict the reaction product. The product is: [CH3:20][O:19][CH2:18][CH2:17][N:1]1[C:9]2[C:4](=[CH:5][CH:6]=[CH:7][CH:8]=2)[C:3]([CH:10]=[O:11])=[CH:2]1. (7) Given the reactants F[C:2]1[N:7]=[C:6]([NH2:8])[CH:5]=[CH:4][CH:3]=1.Cl.[CH:10]12[CH2:15][CH:14]1[CH2:13][NH:12][CH2:11]2.CCN(CC)CC, predict the reaction product. The product is: [CH:10]12[CH2:15][CH:14]1[CH2:13][N:12]([C:2]1[N:7]=[C:6]([NH2:8])[CH:5]=[CH:4][CH:3]=1)[CH2:11]2. (8) The product is: [OH:19][C@@:18]1([CH3:8])[CH2:17][CH2:16][N:15]([C:20]([O:22][CH2:23][C:24]2[CH:29]=[CH:28][CH:27]=[CH:26][CH:25]=2)=[O:21])[C@H:14]1[CH3:13]. Given the reactants [Cl-].[Ce+3].[Cl-].[Cl-].C[Mg]Br.[CH2:8](OCC)C.[CH3:13][C@H:14]1[C:18](=[O:19])[CH2:17][CH2:16][N:15]1[C:20]([O:22][CH2:23][C:24]1[CH:29]=[CH:28][CH:27]=[CH:26][CH:25]=1)=[O:21].C(OCC)(=O)C, predict the reaction product.